From a dataset of Catalyst prediction with 721,799 reactions and 888 catalyst types from USPTO. Predict which catalyst facilitates the given reaction. (1) Reactant: [CH:1]1([C:4]2[CH:5]=[CH:6][C:7]([CH:12]([C:20]3[CH:21]=[CH:22][C:23]4[O:27][CH2:26][CH2:25][C:24]=4[CH:28]=3)[CH2:13][C@@H:14]3[NH:18][C:17](=[O:19])[CH2:16][CH2:15]3)=[N:8][C:9]=2[O:10]C)[CH2:3][CH2:2]1.CCCCCC. Product: [CH:1]1([C:4]2[C:9](=[O:10])[NH:8][C:7]([CH:12]([C:20]3[CH:21]=[CH:22][C:23]4[O:27][CH2:26][CH2:25][C:24]=4[CH:28]=3)[CH2:13][C@H:14]3[CH2:15][CH2:16][C:17](=[O:19])[NH:18]3)=[CH:6][CH:5]=2)[CH2:3][CH2:2]1. The catalyst class is: 8. (2) Reactant: Cl[CH:2]([C:32]1[CH:37]=[CH:36][C:35]([O:38][CH2:39][CH2:40][CH2:41][CH2:42][CH2:43][CH2:44][CH2:45][CH2:46][CH2:47][CH2:48][CH2:49][CH2:50][CH2:51][CH2:52][CH2:53][CH2:54][CH2:55][CH2:56][CH2:57][CH2:58][CH2:59][CH3:60])=[CH:34][CH:33]=1)[C:3]1[CH:8]=[CH:7][C:6]([O:9][CH2:10][CH2:11][CH2:12][CH2:13][CH2:14][CH2:15][CH2:16][CH2:17][CH2:18][CH2:19][CH2:20][CH2:21][CH2:22][CH2:23][CH2:24][CH2:25][CH2:26][CH2:27][CH2:28][CH2:29][CH2:30][CH3:31])=[CH:5][CH:4]=1.[CH2:61]([NH2:68])[C:62]1[CH:67]=[CH:66][CH:65]=[CH:64][CH:63]=1.C(N(C(C)C)C(C)C)C. Product: [CH2:61]([NH:68][CH:2]([C:32]1[CH:37]=[CH:36][C:35]([O:38][CH2:39][CH2:40][CH2:41][CH2:42][CH2:43][CH2:44][CH2:45][CH2:46][CH2:47][CH2:48][CH2:49][CH2:50][CH2:51][CH2:52][CH2:53][CH2:54][CH2:55][CH2:56][CH2:57][CH2:58][CH2:59][CH3:60])=[CH:34][CH:33]=1)[C:3]1[CH:8]=[CH:7][C:6]([O:9][CH2:10][CH2:11][CH2:12][CH2:13][CH2:14][CH2:15][CH2:16][CH2:17][CH2:18][CH2:19][CH2:20][CH2:21][CH2:22][CH2:23][CH2:24][CH2:25][CH2:26][CH2:27][CH2:28][CH2:29][CH2:30][CH3:31])=[CH:5][CH:4]=1)[C:62]1[CH:67]=[CH:66][CH:65]=[CH:64][CH:63]=1. The catalyst class is: 22. (3) Reactant: [H-].[Na+].[Cl:3][C:4]1[CH:10]=[CH:9][C:7]([NH2:8])=[CH:6][CH:5]=1.[Cl:11][C:12]1[CH:17]=[CH:16][CH:15]=[C:14](Cl)[C:13]=1[N+:19]([O-:21])=[O:20].Cl. Product: [Cl:11][C:12]1[C:13]([N+:19]([O-:21])=[O:20])=[C:14]([CH:15]=[CH:16][CH:17]=1)[NH:8][C:7]1[CH:9]=[CH:10][C:4]([Cl:3])=[CH:5][CH:6]=1. The catalyst class is: 20. (4) Reactant: [NH2:1][C:2]1[CH:10]=[C:9]([O:11][CH3:12])[CH:8]=[C:7]([O:13][CH3:14])[C:3]=1[C:4]([NH2:6])=[O:5].[CH3:15][C:16]1[CH:17]=[C:18]([CH:22]=[C:23]([CH3:25])[CH:24]=1)[C:19](Cl)=O. Product: [CH3:15][C:16]1[CH:24]=[C:23]([C:25]2[NH:6][C:4](=[O:5])[C:3]3[C:2](=[CH:10][C:9]([O:11][CH3:12])=[CH:8][C:7]=3[O:13][CH3:14])[N:1]=2)[CH:22]=[C:18]([CH3:19])[CH:17]=1. The catalyst class is: 1. (5) Reactant: [F:1][C:2]1[CH:23]=[CH:22][C:21]([CH2:24][C:25]2[C:34]3[C:29](=[CH:30][CH:31]=[CH:32][CH:33]=3)[C:28](=[O:35])[NH:27][N:26]=2)=[CH:20][C:3]=1[C:4]([N:6]1[CH2:11][C@@H:10]2[CH2:12][C@H:7]1[CH2:8][N:9]2C(OC(C)(C)C)=O)=[O:5].[C:36]([OH:42])([C:38]([F:41])([F:40])[F:39])=[O:37]. Product: [OH:42][C:36]([C:38]([F:41])([F:40])[F:39])=[O:37].[C@H:7]12[CH2:12][C@H:10]([NH:9][CH2:8]1)[CH2:11][N:6]2[C:4]([C:3]1[CH:20]=[C:21]([CH:22]=[CH:23][C:2]=1[F:1])[CH2:24][C:25]1[C:34]2[C:29](=[CH:30][CH:31]=[CH:32][CH:33]=2)[C:28](=[O:35])[NH:27][N:26]=1)=[O:5]. The catalyst class is: 2. (6) Product: [C:15]([C:12]1([NH:11][S:8]([C:5]2[CH:6]=[C:7]([B:22]3[O:23][C:24]([CH3:26])([CH3:25])[C:20]([CH3:36])([CH3:19])[O:21]3)[CH:2]=[CH:3][C:4]=2[O:17][CH3:18])(=[O:10])=[O:9])[CH2:14][CH2:13]1)#[N:16]. The catalyst class is: 12. Reactant: Br[C:2]1[CH:7]=[CH:6][C:5]([S:8]([NH:11][C:12]2([C:15]#[N:16])[CH2:14][CH2:13]2)(=[O:10])=[O:9])=[C:4]([O:17][CH3:18])[CH:3]=1.[CH3:19][C:20]1([CH3:36])[C:24]([CH3:26])([CH3:25])[O:23][B:22]([B:22]2[O:23][C:24]([CH3:26])([CH3:25])[C:20]([CH3:36])([CH3:19])[O:21]2)[O:21]1.C([O-])(=O)C.[K+].ClCCl.